Task: Predict the reactants needed to synthesize the given product.. Dataset: Full USPTO retrosynthesis dataset with 1.9M reactions from patents (1976-2016) (1) Given the product [CH:11]1[C:20]2[CH2:19][CH2:18][CH2:17][C:16](=[O:21])[C:15]=2[CH:14]=[CH:13][N:12]=1, predict the reactants needed to synthesize it. The reactants are: C(Cl)(=O)C(Cl)=O.CS(C)=O.[CH:11]1[C:20]2[CH2:19][CH2:18][CH2:17][CH:16]([OH:21])[C:15]=2[CH:14]=[CH:13][N:12]=1. (2) The reactants are: [I:1][C:2]1[C:7]([N:8]2[CH:12]=[CH:11][CH:10]=[CH:9]2)=[CH:6][C:5]([NH2:13])=[C:4]([N+:14]([O-:16])=[O:15])[CH:3]=1.CC1(C)[O:23][C:22]([C:24]2[CH:25]=[C:26]([CH:29]=[CH:30][CH:31]=2)[C:27]#[N:28])=[CH:21][C:20](=O)[O:19]1. Given the product [C:27]([C:26]1[CH:25]=[C:24]([C:22](=[O:23])[CH2:21][C:20]([NH:13][C:5]2[CH:6]=[C:7]([N:8]3[CH:12]=[CH:11][CH:10]=[CH:9]3)[C:2]([I:1])=[CH:3][C:4]=2[N+:14]([O-:16])=[O:15])=[O:19])[CH:31]=[CH:30][CH:29]=1)#[N:28], predict the reactants needed to synthesize it. (3) Given the product [C:1]([O:4][CH2:7][C:8]1[CH:17]=[CH:16][C:15]([CH2:18][O:4][C:1](=[O:3])[CH3:2])=[CH:14][C:9]=1[C:10]([O:12][CH3:13])=[O:11])(=[O:3])[CH3:2], predict the reactants needed to synthesize it. The reactants are: [C:1]([O-:4])(=[O:3])[CH3:2].[Na+].Br[CH2:7][C:8]1[CH:17]=[CH:16][C:15]([CH2:18]Br)=[CH:14][C:9]=1[C:10]([O:12][CH3:13])=[O:11].[Cl-].[NH4+]. (4) Given the product [CH3:31][O:32][CH2:33][CH2:34][NH:35][C:2]1[CH:10]=[CH:9][C:8]2[N:7](/[CH:11]=[C:12](/[C:14]3[CH:19]=[CH:18][N:17]=[CH:16][CH:15]=3)\[CH3:13])[C:6]3[CH2:20][CH2:21][N:22]([CH3:24])[CH2:23][C:5]=3[C:4]=2[CH:3]=1, predict the reactants needed to synthesize it. The reactants are: Cl[C:2]1[CH:10]=[CH:9][C:8]2[N:7]([CH:11]=[C:12]([C:14]3[CH:19]=[CH:18][N:17]=[CH:16][CH:15]=3)[CH3:13])[C:6]3[CH2:20][CH2:21][N:22]([CH3:24])[CH2:23][C:5]=3[C:4]=2[CH:3]=1.CC(C)([O-])C.[Na+].[CH3:31][O:32][CH2:33][CH2:34][NH2:35].